Dataset: Reaction yield outcomes from USPTO patents with 853,638 reactions. Task: Predict the reaction yield, written as a fraction of the theoretical maximum amount of product (1.0 means a 100% yield; for example, 0.34 means a 34% yield). (1) The reactants are [Cl:1][C:2]1[S:29][C:5]2[O:6][C:7]3[CH:27]=[C:26]([CH3:28])[CH:25]=[CH:24][C:8]=3[N:9]=[C:10]([N:11]3[CH2:16][CH2:15][N:14]([CH2:17][C:18]([CH3:23])([CH3:22])[C:19]([OH:21])=[O:20])[CH2:13][CH2:12]3)[C:4]=2[CH:3]=1.C(#N)C.[ClH:33]. The catalyst is O1CCOCC1. The product is [ClH:1].[ClH:33].[Cl:1][C:2]1[S:29][C:5]2[O:6][C:7]3[CH:27]=[C:26]([CH3:28])[CH:25]=[CH:24][C:8]=3[N:9]=[C:10]([N:11]3[CH2:12][CH2:13][N:14]([CH2:17][C:18]([CH3:23])([CH3:22])[C:19]([OH:21])=[O:20])[CH2:15][CH2:16]3)[C:4]=2[CH:3]=1. The yield is 0.700. (2) The reactants are [NH2:1][C:2]1[CH:34]=[CH:33][C:5]2[NH:6][C:7]([C:12]3[C:13](=[O:32])[C:14]([CH2:23][C:24]4[CH:29]=[CH:28][C:27]([F:30])=[C:26]([Cl:31])[CH:25]=4)([CH3:22])[N:15]4[C:19]([C:20]=3[OH:21])=[CH:18][CH:17]=[CH:16]4)=[N:8][S:9](=[O:11])(=[O:10])[C:4]=2[CH:3]=1.N1C=CC=CC=1.[CH3:41][S:42](Cl)(=[O:44])=[O:43].Cl. The catalyst is ClCCl. The product is [Cl:31][C:26]1[CH:25]=[C:24]([CH:29]=[CH:28][C:27]=1[F:30])[CH2:23][C:14]1([CH3:22])[C:13](=[O:32])[C:12]([C:7]2[NH:6][C:5]3[CH:33]=[CH:34][C:2]([NH:1][S:42]([CH3:41])(=[O:44])=[O:43])=[CH:3][C:4]=3[S:9](=[O:10])(=[O:11])[N:8]=2)=[C:20]([OH:21])[C:19]2[N:15]1[CH:16]=[CH:17][CH:18]=2. The yield is 0.340. (3) The reactants are [Br:1][C:2]1[CH:16]=[C:15](/[CH:17]=[CH:18]/[CH:19]([C:24]2[CH:29]=[C:28]([Cl:30])[C:27]([Cl:31])=[C:26]([Cl:32])[CH:25]=2)[C:20]([F:23])([F:22])[F:21])[CH:14]=[CH:13][C:3]=1[C:4]([NH:6][CH:7]1[CH2:12][CH2:11][NH:10][CH2:9][CH2:8]1)=[O:5].FC(F)(F)S(O[CH2:39][C:40]([F:43])([F:42])[F:41])(=O)=O. The catalyst is C1COCC1.C(OCC)(=O)C. The product is [Br:1][C:2]1[CH:16]=[C:15](/[CH:17]=[CH:18]/[CH:19]([C:24]2[CH:25]=[C:26]([Cl:32])[C:27]([Cl:31])=[C:28]([Cl:30])[CH:29]=2)[C:20]([F:23])([F:21])[F:22])[CH:14]=[CH:13][C:3]=1[C:4]([NH:6][CH:7]1[CH2:12][CH2:11][N:10]([CH2:39][C:40]([F:43])([F:42])[F:41])[CH2:9][CH2:8]1)=[O:5]. The yield is 0.440. (4) The reactants are [NH2:1][C:2]1[C:7]([NH:8][C:9](=O)[CH2:10][CH2:11][CH3:12])=[CH:6][C:5]([C:14]2[CH:15]=[CH:16][C:17]3[O:23][CH2:22][CH2:21][N:20]([C:24]4[C:33]5[CH2:32][C:31]([CH3:35])([CH3:34])[CH2:30][CH2:29][C:28]=5[N:27]=[CH:26][N:25]=4)[CH2:19][C:18]=3[CH:36]=2)=[CH:4][N:3]=1. The catalyst is C(O)(=O)C. The product is [CH3:35][C:31]1([CH3:34])[CH2:30][CH2:29][C:28]2[N:27]=[CH:26][N:25]=[C:24]([N:20]3[CH2:19][C:18]4[CH:36]=[C:14]([C:5]5[CH:6]=[C:7]6[N:8]=[C:9]([CH2:10][CH2:11][CH3:12])[NH:1][C:2]6=[N:3][CH:4]=5)[CH:15]=[CH:16][C:17]=4[O:23][CH2:22][CH2:21]3)[C:33]=2[CH2:32]1. The yield is 0.320. (5) The reactants are Cl.[N:2]1([CH2:7][C:8]([OH:10])=O)[CH:6]=[N:5][CH:4]=[N:3]1.[F:11][C:12]1[CH:38]=[CH:37][C:15]([O:16][C:17]2[CH:22]=[CH:21][C:20]([NH:23][C:24]([C@@H:26]3[CH2:30][C@@H:29]([C:31]4[CH:36]=[CH:35][CH:34]=[CH:33][CH:32]=4)[CH2:28][NH:27]3)=[O:25])=[CH:19][CH:18]=2)=[CH:14][CH:13]=1. No catalyst specified. The product is [N:2]1([CH2:7][C:8]([N:27]2[CH2:28][C@H:29]([C:31]3[CH:36]=[CH:35][CH:34]=[CH:33][CH:32]=3)[CH2:30][C@H:26]2[C:24]([NH:23][C:20]2[CH:21]=[CH:22][C:17]([O:16][C:15]3[CH:14]=[CH:13][C:12]([F:11])=[CH:38][CH:37]=3)=[CH:18][CH:19]=2)=[O:25])=[O:10])[CH:6]=[N:5][CH:4]=[N:3]1. The yield is 0.680. (6) The reactants are [Br:1][C:2]1[C:7]([N+:8]([O-])=O)=[C:6]([N:11]2[CH2:16][CH2:15][CH:14]([C:17]([N:19]3[CH2:24][CH2:23][N:22]([CH3:25])[CH2:21][CH2:20]3)=[O:18])[CH2:13][CH2:12]2)[C:5]([F:26])=[CH:4][N:3]=1.CCOC(C)=O.C(O)C. The catalyst is CO.[OH-].[OH-].[Pd+2]. The product is [BrH:1].[NH2:8][C:7]1[CH:2]=[N:3][CH:4]=[C:5]([F:26])[C:6]=1[N:11]1[CH2:12][CH2:13][CH:14]([C:17]([N:19]2[CH2:20][CH2:21][N:22]([CH3:25])[CH2:23][CH2:24]2)=[O:18])[CH2:15][CH2:16]1. The yield is 0.790.